From a dataset of Full USPTO retrosynthesis dataset with 1.9M reactions from patents (1976-2016). Predict the reactants needed to synthesize the given product. (1) The reactants are: C([O:8][C:9]1[CH:14]=[C:13]([O:15]CC2C=CC=CC=2)[C:12]([C:23]([CH3:25])=[CH2:24])=[CH:11][C:10]=1[C:26]([N:28]1[CH2:33][CH2:32][CH:31]([CH2:34][CH:35]=O)[CH2:30][CH2:29]1)=[O:27])C1C=CC=CC=1.S(C1C=CC(C)=CC=1)(O)(=O)=O.[CH:48]1([O:53][C:54](=[O:64])[C@H:55]([CH2:57][C:58]2[CH:63]=[CH:62][CH:61]=[CH:60][CH:59]=2)[NH2:56])[CH2:52][CH2:51][CH2:50][CH2:49]1. Given the product [OH:8][C:9]1[CH:14]=[C:13]([OH:15])[C:12]([CH:23]([CH3:24])[CH3:25])=[CH:11][C:10]=1[C:26]([N:28]1[CH2:33][CH2:32][CH:31]([CH2:34][CH2:35][NH:56][C@H:55]([C:54]([O:53][CH:48]2[CH2:52][CH2:51][CH2:50][CH2:49]2)=[O:64])[CH2:57][C:58]2[CH:59]=[CH:60][CH:61]=[CH:62][CH:63]=2)[CH2:30][CH2:29]1)=[O:27], predict the reactants needed to synthesize it. (2) Given the product [CH2:11]([NH:23][C:6]([C:4]1[C:3]([C:9]([OH:8])=[O:10])=[CH:2][S:1][CH:5]=1)=[O:7])[CH2:12][CH2:13][CH2:14][CH2:15][CH2:16][CH2:17][CH2:18][CH2:19][CH2:20][CH2:21][CH3:22], predict the reactants needed to synthesize it. The reactants are: [S:1]1[CH:5]=[C:4]2[C:6]([O:8][C:9](=[O:10])[C:3]2=[CH:2]1)=[O:7].[CH2:11]([NH2:23])[CH2:12][CH2:13][CH2:14][CH2:15][CH2:16][CH2:17][CH2:18][CH2:19][CH2:20][CH2:21][CH3:22]. (3) Given the product [F:71][CH2:70][C:67]1([S:64]([NH:63][C:61]([C@@:56]23[CH2:58][C@H:57]2[CH:51]=[CH:50][CH2:49][CH2:48][CH:47]([CH3:52])[CH2:46][C@@H:45]([CH3:53])[C@H:33]([NH:32][C:30](=[O:31])[O:29][C:25]([CH3:26])([CH3:28])[CH3:27])[C:34](=[O:35])[N:36]2[CH2:40][C@H:39]([OH:41])[CH2:38][C@H:37]2[C:42](=[O:44])[NH:55]3)=[O:62])(=[O:66])=[O:65])[CH2:68][CH2:69]1.[F:71][CH2:70][C:67]1([S:64]([NH:63][C:61]([C@@:56]2([NH:55][C:42]([C@@H:37]3[CH2:38][C@@H:39]([OH:41])[CH2:40][N:36]3[C:34](=[O:35])[C@@H:33]([NH:32][C:30](=[O:31])[O:29][C:25]([CH3:28])([CH3:26])[CH3:27])[C@H:45]([CH3:53])[CH2:46][CH:47]([CH3:52])[CH2:48][CH2:49][CH:50]=[CH2:51])=[O:43])[CH2:58][C@H:57]2[CH:59]=[CH2:60])=[O:62])(=[O:65])=[O:66])[CH2:68][CH2:69]1, predict the reactants needed to synthesize it. The reactants are: CN(C(ON1N=NC2C=CC=NC1=2)=[N+](C)C)C.F[P-](F)(F)(F)(F)F.[C:25]([O:29][C:30]([NH:32][C@@H:33]([C@H:45]([CH3:53])[CH2:46][CH:47]([CH3:52])[CH2:48][CH2:49][CH:50]=[CH2:51])[C:34]([N:36]1[CH2:40][C@H:39]([OH:41])[CH2:38][C@H:37]1[C:42]([OH:44])=[O:43])=[O:35])=[O:31])([CH3:28])([CH3:27])[CH3:26].Cl.[NH2:55][C@:56]1([C:61]([NH:63][S:64]([C:67]2([CH2:70][F:71])[CH2:69][CH2:68]2)(=[O:66])=[O:65])=[O:62])[CH2:58][C@H:57]1[CH:59]=[CH2:60].C(N(CC)CC)C. (4) Given the product [O:31]1[C:30]2[CH:35]=[CH:36][C:27]([C:25]3[N:12]=[C:11]([C:9]4[CH:10]=[C:5]([C:3]([OH:2])=[O:4])[C:6]([C:14]5[CH:19]=[CH:18][CH:17]=[CH:16][C:15]=5[N+:20]([O-:22])=[O:21])=[CH:7][CH:8]=4)[S:13][CH:24]=3)=[CH:28][C:29]=2[O:34][CH2:33][CH2:32]1, predict the reactants needed to synthesize it. The reactants are: C[O:2][C:3]([C:5]1[C:6]([C:14]2[CH:19]=[CH:18][CH:17]=[CH:16][C:15]=2[N+:20]([O-:22])=[O:21])=[CH:7][CH:8]=[C:9]([C:11](=[S:13])[NH2:12])[CH:10]=1)=[O:4].Br[CH2:24][C:25]([C:27]1[CH:36]=[CH:35][C:30]2[O:31][CH2:32][CH2:33][O:34][C:29]=2[CH:28]=1)=O. (5) Given the product [CH2:3]([O:5][C:6](=[O:17])[CH2:7][CH:8]([CH:13]=[O:18])[C:9]([F:12])([F:11])[F:10])[CH3:4], predict the reactants needed to synthesize it. The reactants are: [OH-].[K+].[CH2:3]([O:5][C:6](=[O:17])[CH2:7][CH:8]([CH2:13][N+]([O-])=O)[C:9]([F:12])([F:11])[F:10])[CH3:4].[O-:18]S([O-])(=O)=O.[Mg+2].[O-][Mn](=O)(=O)=O.[K+]. (6) Given the product [Br:1][C:2]([F:34])([F:35])[C:3]([C:9]1[CH:14]=[CH:13][C:12]([NH:15][C:16](=[O:32])[C:17]2[C:18](=[C:27]([I:31])[CH:28]=[CH:29][CH:30]=2)[C:19]([NH:21][C@@H:22]([CH3:26])[CH2:23][S:24]([CH3:25])=[O:37])=[O:20])=[C:11]([CH3:33])[CH:10]=1)([F:8])[C:4]([F:7])([F:6])[F:5], predict the reactants needed to synthesize it. The reactants are: [Br:1][C:2]([F:35])([F:34])[C:3]([C:9]1[CH:14]=[CH:13][C:12]([NH:15][C:16](=[O:32])[C:17]2[C:18](=[C:27]([I:31])[CH:28]=[CH:29][CH:30]=2)[C:19]([NH:21][C@@H:22]([CH3:26])[CH2:23][S:24][CH3:25])=[O:20])=[C:11]([CH3:33])[CH:10]=1)([F:8])[C:4]([F:7])([F:6])[F:5].C(O)=[O:37].OO.S([O-])(O)=O.[Na+].